Predict the reactants needed to synthesize the given product. From a dataset of Full USPTO retrosynthesis dataset with 1.9M reactions from patents (1976-2016). (1) Given the product [CH:13]([C@H:12]1[CH2:11][O:10][C:9](=[O:16])[N:8]1[C:6]1[CH:5]=[CH:4][N:3]=[C:2]([NH:20][CH:19]([C:21]2[CH:26]=[CH:25][CH:24]=[CH:23][CH:22]=2)[C:18]([F:17])([F:27])[F:28])[N:7]=1)([CH3:15])[CH3:14], predict the reactants needed to synthesize it. The reactants are: Cl[C:2]1[N:7]=[C:6]([N:8]2[C@@H:12]([CH:13]([CH3:15])[CH3:14])[CH2:11][O:10][C:9]2=[O:16])[CH:5]=[CH:4][N:3]=1.[F:17][C:18]([F:28])([F:27])[CH:19]([C:21]1[CH:26]=[CH:25][CH:24]=[CH:23][CH:22]=1)[NH2:20].O.C1(C)C=CC(S(O)(=O)=O)=CC=1.CC#N. (2) Given the product [Br:18][C:12]1[CH:13]=[CH:14][C:15]2[N:6]([C:4]([CH:1]3[CH2:2][CH2:3]3)=[O:5])[C@@H:7]([CH3:17])[CH2:8][CH2:9][C:10]=2[C:11]=1[OH:16], predict the reactants needed to synthesize it. The reactants are: [CH:1]1([C:4]([N:6]2[C:15]3[CH:14]=[CH:13][CH:12]=[C:11]([OH:16])[C:10]=3[CH2:9][CH2:8][C@@H:7]2[CH3:17])=[O:5])[CH2:3][CH2:2]1.[Br:18]N1C(=O)CCC1=O.